Dataset: Forward reaction prediction with 1.9M reactions from USPTO patents (1976-2016). Task: Predict the product of the given reaction. (1) Given the reactants [NH2:1][C@H:2]1[C@H:7]2[C@@H:3]1[O:4][C:5]1[CH:11]=[CH:10][C:9]([O:12][C:13]3[C:22]4[CH2:21][O:20][C:19](=[O:23])[NH:18][C:17]=4[N:16]=[CH:15][CH:14]=3)=[CH:8][C:6]=12.[CH2:24]([N:26]1[CH2:31][CH2:30][N:29]([CH2:32][C:33]2[CH:41]=[CH:40][C:36]([C:37](O)=[O:38])=[CH:35][C:34]=2[C:42]([F:45])([F:44])[F:43])[CH2:28][CH2:27]1)[CH3:25].CN(C(ON1N=NC2C=CC=NC1=2)=[N+](C)C)C.F[P-](F)(F)(F)(F)F.CCN(C(C)C)C(C)C, predict the reaction product. The product is: [CH2:24]([N:26]1[CH2:27][CH2:28][N:29]([CH2:32][C:33]2[CH:41]=[CH:40][C:36]([C:37]([NH:1][C@H:2]3[C@H:7]4[C@@H:3]3[O:4][C:5]3[CH:11]=[CH:10][C:9]([O:12][C:13]5[C:22]6[CH2:21][O:20][C:19](=[O:23])[NH:18][C:17]=6[N:16]=[CH:15][CH:14]=5)=[CH:8][C:6]=34)=[O:38])=[CH:35][C:34]=2[C:42]([F:45])([F:43])[F:44])[CH2:30][CH2:31]1)[CH3:25]. (2) The product is: [O:15]1[C:20]2[CH:3]=[C:2]([C:2]3[C:3]([Cl:8])=[N:4][CH:5]=[CH:6][CH:7]=3)[CH:7]=[CH:6][C:19]=2[O:18][CH2:17]1. Given the reactants Br[C:2]1[C:3]([Cl:8])=[N:4][CH:5]=[CH:6][CH:7]=1.C([O-])([O-])=O.[Na+].[Na+].[O:15]1[CH2:20][CH2:19][O:18][CH2:17]C1, predict the reaction product. (3) The product is: [F:2][C:3]1[CH:4]=[C:5]([C@:14]2([NH:24][S:26]([C:29]3[CH:30]=[C:31]([CH:36]=[CH:37][CH:38]=3)[C:32]([O:34][CH3:35])=[O:33])(=[O:28])=[O:27])[C:19]3=[N:20][CH:21]=[CH:22][CH:23]=[C:18]3[O:17][CH2:16][CH2:15]2)[CH:6]=[CH:7][C:8]=1[O:9][C:10]([F:13])([F:11])[F:12]. Given the reactants Cl.[F:2][C:3]1[CH:4]=[C:5]([C@:14]2([NH2:24])[C:19]3=[N:20][CH:21]=[CH:22][CH:23]=[C:18]3[O:17][CH2:16][CH2:15]2)[CH:6]=[CH:7][C:8]=1[O:9][C:10]([F:13])([F:12])[F:11].Cl[S:26]([C:29]1[CH:30]=[C:31]([CH:36]=[CH:37][CH:38]=1)[C:32]([O:34][CH3:35])=[O:33])(=[O:28])=[O:27], predict the reaction product. (4) The product is: [CH3:1][N:2]1[CH:6]=[C:5]([NH:7][C:8]2[N:10]=[C:14]([OH:15])[C:13]3[CH:19]=[CH:20][NH:12][C:11]=3[N:9]=2)[CH:4]=[N:3]1. Given the reactants [CH3:1][N:2]1[CH:6]=[C:5]([NH:7][C:8]([NH2:10])=[NH:9])[CH:4]=[N:3]1.[C:11]([CH:13]([CH2:19][CH:20](OCC)OCC)[C:14](OCC)=[O:15])#[N:12].CO[Na].CO.Cl.[OH-].[Na+], predict the reaction product. (5) The product is: [Cl:8][C:16]1[CH:15]=[C:14]2[C:19](=[CH:18][CH:17]=1)[N:11]([CH2:20][C:21]1[CH:22]=[CH:23][C:24]([CH:27]=[O:28])=[CH:25][CH:26]=1)[CH2:12][CH2:13]2. Given the reactants CS(C)=O.C(Cl)(=O)C([Cl:8])=O.[N:11]1([CH2:20][C:21]2[CH:26]=[CH:25][C:24]([CH2:27][OH:28])=[CH:23][CH:22]=2)[C:19]2[C:14](=[CH:15][CH:16]=[CH:17][CH:18]=2)[CH2:13][CH2:12]1.C(N(CC)CC)C, predict the reaction product. (6) Given the reactants [CH3:1][C:2]([C:4]([O:6][CH2:7][CH2:8][N:9]([CH3:11])[CH3:10])=[O:5])=[CH2:3].[CH3:12][C:13]([C:15]([O:17][CH2:18][CH2:19][OH:20])=[O:16])=[CH2:14], predict the reaction product. The product is: [CH3:3][C:2]([C:4]([O:6][CH2:7][CH2:8][N:9]([CH3:11])[CH3:10])=[O:5])=[CH2:1].[CH3:14][C:13]([C:15]([O:17][CH2:18][CH2:19][OH:20])=[O:16])=[CH2:12]. (7) Given the reactants Br[C:2]1[CH:14]=[CH:13][C:5]([C:6]([O:8][C:9]([CH3:12])([CH3:11])[CH3:10])=[O:7])=[CH:4][CH:3]=1.[Cl:15][C:16]1[CH:17]=[C:18]([NH2:32])[CH:19]=[N:20][C:21]=1[O:22][CH:23]([C:28]([F:31])([F:30])[F:29])[C:24]([F:27])([F:26])[F:25].C(=O)([O-])[O-].[K+].[K+].CC(C1C=C(C(C)C)C(C2C(P(C3CCCCC3)C3CCCCC3)=C(OC)C=CC=2OC)=C(C(C)C)C=1)C, predict the reaction product. The product is: [Cl:15][C:16]1[CH:17]=[C:18]([NH:32][C:2]2[CH:14]=[CH:13][C:5]([C:6]([O:8][C:9]([CH3:12])([CH3:11])[CH3:10])=[O:7])=[CH:4][CH:3]=2)[CH:19]=[N:20][C:21]=1[O:22][CH:23]([C:24]([F:25])([F:26])[F:27])[C:28]([F:31])([F:30])[F:29].